This data is from Forward reaction prediction with 1.9M reactions from USPTO patents (1976-2016). The task is: Predict the product of the given reaction. (1) Given the reactants [CH:1]([C:3]1[CH:8]=[CH:7][C:6]([N:9]2[CH2:14][CH2:13][CH:12]([CH:15]3[CH2:20][CH2:19][N:18]([C:21]([O:23][C:24]([CH3:27])([CH3:26])[CH3:25])=[O:22])[CH2:17][CH2:16]3)[CH2:11][CH2:10]2)=[CH:5][CH:4]=1)=[O:2].[BH4-].[Na+], predict the reaction product. The product is: [OH:2][CH2:1][C:3]1[CH:8]=[CH:7][C:6]([N:9]2[CH2:10][CH2:11][CH:12]([CH:15]3[CH2:16][CH2:17][N:18]([C:21]([O:23][C:24]([CH3:27])([CH3:26])[CH3:25])=[O:22])[CH2:19][CH2:20]3)[CH2:13][CH2:14]2)=[CH:5][CH:4]=1. (2) Given the reactants [NH2:1][C:2]1[N:3]=[CH:4][C:5]([C:8]2[CH:9]=[C:10]([OH:15])[CH:11]=[CH:12][C:13]=2[Cl:14])=[N:6][CH:7]=1.I[CH:17]([CH3:19])[CH3:18].C([O-])([O-])=O.[K+].[K+], predict the reaction product. The product is: [Cl:14][C:13]1[CH:12]=[CH:11][C:10]([O:15][CH:17]([CH3:19])[CH3:18])=[CH:9][C:8]=1[C:5]1[N:6]=[CH:7][C:2]([NH2:1])=[N:3][CH:4]=1.